From a dataset of Forward reaction prediction with 1.9M reactions from USPTO patents (1976-2016). Predict the product of the given reaction. (1) Given the reactants [F:1][C:2]1[CH:7]=[CH:6][C:5](B(O)O)=[CH:4][C:3]=1[CH3:11].[NH2:12][C:13]1[N:14]=[C:15]([N:24]2[CH2:29][CH2:28][N:27]([C:30](=[O:40])[CH2:31][O:32][C:33]3[CH:38]=[CH:37][C:36]([Cl:39])=[CH:35][CH:34]=3)[CH2:26][CH2:25]2)[C:16]2[N:22]=[C:21](Cl)[CH:20]=[CH:19][C:17]=2[N:18]=1, predict the reaction product. The product is: [NH2:12][C:13]1[N:14]=[C:15]([N:24]2[CH2:25][CH2:26][N:27]([C:30](=[O:40])[CH2:31][O:32][C:33]3[CH:38]=[CH:37][C:36]([Cl:39])=[CH:35][CH:34]=3)[CH2:28][CH2:29]2)[C:16]2[N:22]=[C:21]([C:5]3[CH:6]=[CH:7][C:2]([F:1])=[C:3]([CH3:11])[CH:4]=3)[CH:20]=[CH:19][C:17]=2[N:18]=1. (2) Given the reactants [N:1]1[CH:6]=[CH:5][N:4]=[CH:3][C:2]=1[C:7]1[CH:12]=[CH:11][N:10]=[C:9]([NH:13][CH2:14][C:15]2[CH:23]=[CH:22][C:18]([C:19]([OH:21])=O)=[CH:17][CH:16]=2)[N:8]=1.[C:24]1([NH2:31])[CH:29]=[CH:28][CH:27]=[CH:26][C:25]=1[NH2:30].CCN(CC)CC.C1C=CC2N(O)N=NC=2C=1.O.CCN=C=NCCCN(C)C.Cl, predict the reaction product. The product is: [NH2:30][C:25]1[CH:26]=[CH:27][CH:28]=[CH:29][C:24]=1[NH:31][C:19](=[O:21])[C:18]1[CH:17]=[CH:16][C:15]([CH2:14][NH:13][C:9]2[N:8]=[C:7]([C:2]3[CH:3]=[N:4][CH:5]=[CH:6][N:1]=3)[CH:12]=[CH:11][N:10]=2)=[CH:23][CH:22]=1. (3) Given the reactants [NH2:1][C:2]1[CH:3]=[C:4]([C:8]([F:13])=[CH:9][C:10]=1[O:11][CH3:12])[C:5]([OH:7])=O.[C:14](Cl)(=[O:17])[CH2:15][CH3:16].[CH3:19][O:20][C:21]1[CH:22]=[C:23]([CH:25]=[C:26]([O:30][CH3:31])[C:27]=1[O:28][CH3:29])[NH2:24], predict the reaction product. The product is: [CH3:31][O:30][C:26]1[CH:25]=[C:23]([NH:24][C:5](=[O:7])[C:4]2[C:8]([F:13])=[CH:9][C:10]([O:11][CH3:12])=[C:2]([NH:1][C:14](=[O:17])[CH2:15][CH3:16])[CH:3]=2)[CH:22]=[C:21]([O:20][CH3:19])[C:27]=1[O:28][CH3:29]. (4) Given the reactants [CH:1]12[CH2:10][CH:5]3[CH2:6][CH:7]([CH2:9][CH:3]([CH2:4]3)[C:2]1=[N:11][NH:12][C:13]([O:15][CH2:16][C:17]1[CH:22]=[CH:21][CH:20]=[CH:19][CH:18]=1)=[O:14])[CH2:8]2.C([BH3-])#N.[Na+].O.C1(C)C=CC(S(O)(=O)=O)=CC=1.C(=O)([O-])O.[Na+], predict the reaction product. The product is: [CH:1]12[CH2:10][CH:5]3[CH2:6][CH:7]([CH2:9][CH:3]([CH2:4]3)[CH:2]1[NH:11][NH:12][C:13]([O:15][CH2:16][C:17]1[CH:18]=[CH:19][CH:20]=[CH:21][CH:22]=1)=[O:14])[CH2:8]2. (5) Given the reactants P(Cl)(Cl)(Cl)=O.[CH3:6][N:7]([CH3:10])[CH:8]=O.[Br:11][C:12]1[CH:17]=[CH:16][C:15]([CH2:18][C:19](O)=[O:20])=[CH:14][CH:13]=1.C(=O)([O-])[O-].[K+].[K+], predict the reaction product. The product is: [Br:11][C:12]1[CH:17]=[CH:16][C:15](/[C:18](=[CH:8]/[N:7]([CH3:10])[CH3:6])/[CH:19]=[O:20])=[CH:14][CH:13]=1. (6) Given the reactants O[CH2:2][C:3]1[C:7]2[CH2:8][N:9]([C:12]([O:14][C:15]([CH3:18])([CH3:17])[CH3:16])=[O:13])[CH2:10][CH2:11][C:6]=2[NH:5][N:4]=1.CCN(S(F)(F)[F:25])CC.C(OCC)(=O)C.CO, predict the reaction product. The product is: [F:25][CH2:2][C:3]1[C:7]2[CH2:8][N:9]([C:12]([O:14][C:15]([CH3:18])([CH3:17])[CH3:16])=[O:13])[CH2:10][CH2:11][C:6]=2[NH:5][N:4]=1. (7) Given the reactants [Cl:1][C:2]1[CH:7]=[CH:6][C:5]([C:8]2[CH:13]=[C:12]([CH:14]3[CH2:16][CH2:15]3)[N:11]3[N:17]=[CH:18][C:19](I)=[C:10]3[N:9]=2)=[CH:4][CH:3]=1.C[Si]([C:25]#[CH:26])(C)C.CCN(CC)CC.C(=O)([O-])[O-].[K+].[K+], predict the reaction product. The product is: [Cl:1][C:2]1[CH:7]=[CH:6][C:5]([C:8]2[CH:13]=[C:12]([CH:14]3[CH2:16][CH2:15]3)[N:11]3[N:17]=[CH:18][C:19]([C:25]#[CH:26])=[C:10]3[N:9]=2)=[CH:4][CH:3]=1.